From a dataset of Reaction yield outcomes from USPTO patents with 853,638 reactions. Predict the reaction yield, written as a fraction of the theoretical maximum amount of product (1.0 means a 100% yield; for example, 0.34 means a 34% yield). The reactants are [C:1]1([C@@H:7]([NH:9][C@H:10]2[CH2:15][CH2:14][N:13]([C:16]([O:18][C:19]([CH3:22])([CH3:21])[CH3:20])=[O:17])[CH2:12][C@H:11]2[C:23](OC)=[O:24])[CH3:8])[CH:6]=[CH:5][CH:4]=[CH:3][CH:2]=1.[H-].[H-].[H-].[H-].[Li+].[Al+3]. The catalyst is CCOCC. The product is [OH:24][CH2:23][C@H:11]1[C@@H:10]([NH:9][C@H:7]([C:1]2[CH:2]=[CH:3][CH:4]=[CH:5][CH:6]=2)[CH3:8])[CH2:15][CH2:14][N:13]([C:16]([O:18][C:19]([CH3:20])([CH3:22])[CH3:21])=[O:17])[CH2:12]1. The yield is 1.00.